This data is from Catalyst prediction with 721,799 reactions and 888 catalyst types from USPTO. The task is: Predict which catalyst facilitates the given reaction. Reactant: C([N:4]1[C:12]2[C:7](=[CH:8][C:9]([C:13]([NH:15][CH2:16][CH2:17][C:18]([O:20]C(C)(C)C)=O)=[O:14])=[CH:10][CH:11]=2)[C:6]([C:25]2[CH:30]=[CH:29][C:28]([F:31])=[CH:27][CH:26]=2)=[N:5]1)(=O)C.CO.[OH-].[NH4+:35].C([O-])(=O)C.[NH4+]. Product: [C:18]([CH2:17][CH2:16][NH:15][C:13]([C:9]1[CH:8]=[C:7]2[C:12](=[CH:11][CH:10]=1)[NH:4][N:5]=[C:6]2[C:25]1[CH:26]=[CH:27][C:28]([F:31])=[CH:29][CH:30]=1)=[O:14])(=[O:20])[NH2:35]. The catalyst class is: 9.